From a dataset of Catalyst prediction with 721,799 reactions and 888 catalyst types from USPTO. Predict which catalyst facilitates the given reaction. (1) Product: [NH2:17][C:14]1[CH:13]=[CH:12][C:11]([CH2:10][C@@H:9]([C:20]([O:22][CH:23]2[CH2:24][CH2:25][CH2:26][CH2:27]2)=[O:21])[NH:8][C:6]([O:5][C:1]([CH3:3])([CH3:4])[CH3:2])=[O:7])=[CH:16][CH:15]=1. The catalyst class is: 99. Reactant: [C:1]([O:5][C:6]([NH:8][C@H:9]([C:20]([O:22][CH:23]1[CH2:27][CH2:26][CH2:25][CH2:24]1)=[O:21])[CH2:10][C:11]1[CH:16]=[CH:15][C:14]([N+:17]([O-])=O)=[CH:13][CH:12]=1)=[O:7])([CH3:4])([CH3:3])[CH3:2]. (2) Reactant: Cl.[CH2:2]([N:5]1[C@@H:10]([CH3:11])[CH2:9][N:8]([C@@H:12]([C:25]2[CH:30]=[CH:29][CH:28]=[C:27]([O:31][Si](C(C)(C)C)(C)C)[CH:26]=2)[C:13]2[CH:18]=[CH:17][C:16]([S:19]([N:22]([CH3:24])[CH3:23])(=[O:21])=[O:20])=[CH:15][CH:14]=2)[C@H:7]([CH3:39])[CH2:6]1)[CH:3]=[CH2:4].O. Product: [CH2:2]([N:5]1[C@@H:10]([CH3:11])[CH2:9][N:8]([C@@H:12]([C:25]2[CH:30]=[CH:29][CH:28]=[C:27]([OH:31])[CH:26]=2)[C:13]2[CH:14]=[CH:15][C:16]([S:19]([N:22]([CH3:24])[CH3:23])(=[O:20])=[O:21])=[CH:17][CH:18]=2)[C@H:7]([CH3:39])[CH2:6]1)[CH:3]=[CH2:4]. The catalyst class is: 7. (3) Product: [Br:1][C:2]1[CH:3]=[C:4]([CH:9]=[CH:10][C:11]=1[CH2:12][Br:25])[C:5]([O:7][CH3:8])=[O:6]. Reactant: [Br:1][C:2]1[CH:3]=[C:4]([CH:9]=[CH:10][C:11]=1[CH3:12])[C:5]([O:7][CH3:8])=[O:6].C(Cl)(Cl)(Cl)Cl.C1C(=O)N([Br:25])C(=O)C1.CC(N=NC(C#N)(C)C)(C#N)C. The catalyst class is: 34. (4) Reactant: [CH:1]([S:4][C:5]1[C:10]([C:11]#N)=[CH:9][C:8]([CH3:13])=[CH:7][N:6]=1)([CH3:3])[CH3:2].[OH-:14].[K+].Cl.[OH2:17]. Product: [CH:1]([S:4][C:5]1[N:6]=[CH:7][C:8]([CH3:13])=[CH:9][C:10]=1[C:11]([OH:17])=[O:14])([CH3:3])[CH3:2]. The catalyst class is: 16. (5) Reactant: [CH:1]1([S:4]([N:7]2[CH2:12][CH:11]=[C:10]([C:13]3[C:14]4[O:21][C:20]([CH:22]=O)=[CH:19][C:15]=4[CH:16]=[N:17][CH:18]=3)[CH2:9][CH2:8]2)(=[O:6])=[O:5])[CH2:3][CH2:2]1.[S:24]1[CH2:30][C:28](=[O:29])[NH:27][C:25]1=S.C([O-])(=[O:33])C.[Na+]. Product: [CH:1]1([S:4]([N:7]2[CH2:12][CH:11]=[C:10]([C:13]3[C:14]4[O:21][C:20](/[CH:22]=[C:30]5/[C:28](=[O:29])[NH:27][C:25](=[O:33])[S:24]/5)=[CH:19][C:15]=4[CH:16]=[N:17][CH:18]=3)[CH2:9][CH2:8]2)(=[O:5])=[O:6])[CH2:2][CH2:3]1. The catalyst class is: 15. (6) Product: [Cl:1][C:2]1[N:3]=[N:4][C:5]([O:15][C:9]2[CH:14]=[CH:13][CH:12]=[CH:11][CH:10]=2)=[CH:6][CH:7]=1. Reactant: [Cl:1][C:2]1[N:3]=[N:4][CH:5]=[CH:6][C:7]=1Cl.[C:9]1([OH:15])[CH:14]=[CH:13][CH:12]=[CH:11][CH:10]=1. The catalyst class is: 74. (7) Reactant: [NH:1]1[CH2:5][CH2:4][CH2:3][CH2:2]1.[OH:6][C:7]1[CH:14]=[C:13]([F:15])[C:10]([CH:11]=O)=[C:9]([Cl:16])[CH:8]=1.C(O[BH-](OC(=O)C)OC(=O)C)(=O)C.[Na+].Cl. Product: [Cl:16][C:9]1[CH:8]=[C:7]([OH:6])[CH:14]=[C:13]([F:15])[C:10]=1[CH2:11][N:1]1[CH2:5][CH2:4][CH2:3][CH2:2]1. The catalyst class is: 46.